Dataset: Catalyst prediction with 721,799 reactions and 888 catalyst types from USPTO. Task: Predict which catalyst facilitates the given reaction. (1) Reactant: [Cl:1][C:2]1[NH:10][C:9]2[C:8](=[O:11])[N:7]([CH3:12])[C:6](=[O:13])[N:5]([CH3:14])[C:4]=2[N:3]=1.[CH2:15](Br)[CH:16]=[CH2:17].C(=O)([O-])[O-].[K+].[K+]. Product: [CH2:17]([N:10]1[C:9]2[C:8](=[O:11])[N:7]([CH3:12])[C:6](=[O:13])[N:5]([CH3:14])[C:4]=2[N:3]=[C:2]1[Cl:1])[CH:16]=[CH2:15]. The catalyst class is: 9. (2) Reactant: C[O:2][C:3](=[O:32])[CH:4]([NH:12][C:13]([O:15][CH2:16][C:17]1[CH:22]=[CH:21][C:20]([CH2:23][O:24][C:25]2[CH:30]=[CH:29][C:28]([F:31])=[CH:27][CH:26]=2)=[CH:19][CH:18]=1)=[O:14])[CH2:5][C:6]1[CH:11]=[CH:10][CH:9]=[CH:8][CH:7]=1.[Li+].[OH-].Cl. Product: [F:31][C:28]1[CH:27]=[CH:26][C:25]([O:24][CH2:23][C:20]2[CH:19]=[CH:18][C:17]([CH2:16][O:15][C:13]([NH:12][CH:4]([CH2:5][C:6]3[CH:7]=[CH:8][CH:9]=[CH:10][CH:11]=3)[C:3]([OH:32])=[O:2])=[O:14])=[CH:22][CH:21]=2)=[CH:30][CH:29]=1. The catalyst class is: 24. (3) Reactant: [CH2:1]([N:3]1[C:8]2[N:9]=[C:10](S(C)=O)[N:11]=[CH:12][C:7]=2[CH:6]=[C:5]([C:16]2[CH:21]=[CH:20][CH:19]=[C:18]([S:22]([CH3:25])(=[O:24])=[O:23])[CH:17]=2)[C:4]1=[O:26])[CH3:2].[CH3:27][N:28]1[CH2:33][CH2:32][CH:31]([CH2:34][CH2:35][NH2:36])[CH2:30][CH2:29]1.CCN(C(C)C)C(C)C. Product: [CH2:1]([N:3]1[C:8]2[N:9]=[C:10]([NH:36][CH2:35][CH2:34][CH:31]3[CH2:32][CH2:33][N:28]([CH3:27])[CH2:29][CH2:30]3)[N:11]=[CH:12][C:7]=2[CH:6]=[C:5]([C:16]2[CH:21]=[CH:20][CH:19]=[C:18]([S:22]([CH3:25])(=[O:23])=[O:24])[CH:17]=2)[C:4]1=[O:26])[CH3:2]. The catalyst class is: 76. (4) Reactant: [Cl:1][C:2]1[N:7]=[C:6]([C:8]2[S:12][C:11]([N:13]3[CH2:18][CH2:17][N:16](C(OC(C)(C)C)=O)[CH2:15][CH2:14]3)=[N:10][C:9]=2[C:26]2[CH:31]=[CH:30][CH:29]=[C:28]([NH:32][S:33]([C:36]3[C:41]([F:42])=[CH:40][CH:39]=[CH:38][C:37]=3[F:43])(=[O:35])=[O:34])[C:27]=2[F:44])[CH:5]=[CH:4][N:3]=1.C(O)(C(F)(F)F)=O. Product: [Cl:1][C:2]1[N:7]=[C:6]([C:8]2[S:12][C:11]([N:13]3[CH2:18][CH2:17][NH:16][CH2:15][CH2:14]3)=[N:10][C:9]=2[C:26]2[C:27]([F:44])=[C:28]([NH:32][S:33]([C:36]3[C:37]([F:43])=[CH:38][CH:39]=[CH:40][C:41]=3[F:42])(=[O:35])=[O:34])[CH:29]=[CH:30][CH:31]=2)[CH:5]=[CH:4][N:3]=1. The catalyst class is: 2. (5) Reactant: [Br:1][C:2]1[CH:3]=[C:4]([C:14]([OH:16])=O)[C:5]2[CH:6]=[N:7][N:8]([CH:11]([CH3:13])[CH3:12])[C:9]=2[CH:10]=1.[NH2:17][CH2:18][C:19]1[C:20](=[O:28])[NH:21][C:22]([CH3:27])=[CH:23][C:24]=1[CH2:25][CH3:26].Cl.ON1C2N=CC=CC=2N=N1.CN1CCOCC1.C(Cl)CCl.C([O-])([O-])=O.[K+].[K+]. Product: [Br:1][C:2]1[CH:3]=[C:4]([C:14]([NH:17][CH2:18][C:19]2[C:20](=[O:28])[NH:21][C:22]([CH3:27])=[CH:23][C:24]=2[CH2:25][CH3:26])=[O:16])[C:5]2[CH:6]=[N:7][N:8]([CH:11]([CH3:12])[CH3:13])[C:9]=2[CH:10]=1. The catalyst class is: 16. (6) Reactant: [CH:1]1([CH2:4][N:5]2[CH2:23][CH2:22][C@:12]34[C:13]5[C:14]6[O:21][C@H:11]3[C@H:10]([N:24]([CH3:34])[C:25](=[O:33])/[CH:26]=[CH:27]/[C:28]3[CH:32]=[CH:31][O:30][CH:29]=3)[CH2:9][CH2:8][C@@:7]4([OH:35])[C@H:6]2[CH2:19][C:18]=5[CH:17]=[CH:16][C:15]=6[OH:20])[CH2:3][CH2:2]1.O.O.[C:38]([OH:43])(=[O:42])[C:39]([OH:41])=[O:40]. Product: [C:38]([OH:43])(=[O:42])[C:39]([OH:41])=[O:40].[C:38]([OH:43])(=[O:42])[C:39]([OH:41])=[O:40].[CH:1]1([CH2:4][N:5]2[CH2:23][CH2:22][C@:12]34[C:13]5[C:14]6[O:21][C@H:11]3[C@H:10]([N:24]([CH3:34])[C:25](=[O:33])/[CH:26]=[CH:27]/[C:28]3[CH:32]=[CH:31][O:30][CH:29]=3)[CH2:9][CH2:8][C@@:7]4([OH:35])[C@H:6]2[CH2:19][C:18]=5[CH:17]=[CH:16][C:15]=6[OH:20])[CH2:2][CH2:3]1. The catalyst class is: 24.